From a dataset of Reaction yield outcomes from USPTO patents with 853,638 reactions. Predict the reaction yield, written as a fraction of the theoretical maximum amount of product (1.0 means a 100% yield; for example, 0.34 means a 34% yield). (1) The reactants are [OH:1][N:2]1[C:7]([CH3:9])([CH3:8])[CH2:6][CH:5]([O:10][C:11](=[O:18])[C:12]2[CH:17]=[CH:16][CH:15]=[CH:14][CH:13]=2)[CH2:4][C:3]1([CH3:20])[CH3:19].[C:21](Cl)(=[O:28])[C:22]1[CH:27]=[CH:26][CH:25]=[CH:24][CH:23]=1. The catalyst is C(O)(=O)C. The product is [C:11]([O:10][CH:5]1[CH2:6][C:7]([CH3:9])([CH3:8])[N:2]([O:1][C:21](=[O:28])[C:22]2[CH:27]=[CH:26][CH:25]=[CH:24][CH:23]=2)[C:3]([CH3:20])([CH3:19])[CH2:4]1)(=[O:18])[C:12]1[CH:17]=[CH:16][CH:15]=[CH:14][CH:13]=1. The yield is 0.830. (2) The yield is 0.990. The catalyst is CO.N.[Ni]. The product is [NH2:2][CH2:1][CH2:3][CH2:4][CH2:5][N:6]1[CH2:11][CH2:10][N:9]([C:12]2[CH:17]=[CH:16][CH:15]=[CH:14][C:13]=2[F:18])[CH2:8][CH2:7]1. The reactants are [C:1]([CH2:3][CH2:4][CH2:5][N:6]1[CH2:11][CH2:10][N:9]([C:12]2[CH:17]=[CH:16][CH:15]=[CH:14][C:13]=2[F:18])[CH2:8][CH2:7]1)#[N:2]. (3) The reactants are [O:1]=[C:2]1[C:7]([CH2:8][C:9]2[CH:14]=[CH:13][C:12]([C:15]3[C:16]([C:21]#[N:22])=[CH:17][CH:18]=[CH:19][CH:20]=3)=[CH:11][CH:10]=2)=[C:6]([CH2:23][CH2:24][CH3:25])[N:5]2[N:26]=[CH:27][N:28]=[C:4]2[NH:3]1.Br[CH2:30][C:31](=[O:36])[C:32]([CH3:35])([CH3:34])[CH3:33].C(=O)([O-])[O-].[K+].[K+].CN(C)C=O. The catalyst is C(OCC)(=O)C. The product is [CH3:33][C:32]([CH3:35])([CH3:34])[C:31](=[O:36])[CH2:30][N:3]1[C:2](=[O:1])[C:7]([CH2:8][C:9]2[CH:10]=[CH:11][C:12]([C:15]3[C:16]([C:21]#[N:22])=[CH:17][CH:18]=[CH:19][CH:20]=3)=[CH:13][CH:14]=2)=[C:6]([CH2:23][CH2:24][CH3:25])[N:5]2[N:26]=[CH:27][N:28]=[C:4]12. The yield is 0.320. (4) The reactants are [F:1][C:2]1[CH:3]=[C:4]([CH:41]=[CH:42][CH:43]=1)[CH2:5][N:6]1[C:14]2[C:9](=[CH:10][C:11]([NH:15][C:16]3[C:25]4[C:20](=[CH:21][CH:22]=[C:23]([C:26]#[C:27][CH2:28][NH:29][C:30](=[N:38][C:39]#[N:40])OC5C=CC=CC=5)[CH:24]=4)[N:19]=[CH:18][N:17]=3)=[CH:12][CH:13]=2)[CH:8]=[N:7]1.CC(O)C.[NH:48]1[CH2:53][CH2:52][O:51][CH2:50][CH2:49]1. The catalyst is C1COCC1. The product is [C:39]([NH:38][C:30]([N:48]1[CH2:53][CH2:52][O:51][CH2:50][CH2:49]1)=[N:29][CH2:28][C:27]#[C:26][C:23]1[CH:24]=[C:25]2[C:20](=[CH:21][CH:22]=1)[N:19]=[CH:18][N:17]=[C:16]2[NH:15][C:11]1[CH:10]=[C:9]2[C:14](=[CH:13][CH:12]=1)[N:6]([CH2:5][C:4]1[CH:41]=[CH:42][CH:43]=[C:2]([F:1])[CH:3]=1)[N:7]=[CH:8]2)#[N:40]. The yield is 0.200.